Dataset: Catalyst prediction with 721,799 reactions and 888 catalyst types from USPTO. Task: Predict which catalyst facilitates the given reaction. Reactant: [C:1]1([C:7]2[CH:13]=[CH:12][CH:11]=[CH:10][C:8]=2[NH2:9])[CH:6]=[CH:5][CH:4]=[CH:3][CH:2]=1.[NH4+].[Br-:15].OO.C([O-])([O-])=O.[Na+].[Na+]. Product: [Br:15][C:12]1[CH:11]=[CH:10][C:8]([NH2:9])=[C:7]([C:1]2[CH:2]=[CH:3][CH:4]=[CH:5][CH:6]=2)[CH:13]=1. The catalyst class is: 15.